From a dataset of Peptide-MHC class I binding affinity with 185,985 pairs from IEDB/IMGT. Regression. Given a peptide amino acid sequence and an MHC pseudo amino acid sequence, predict their binding affinity value. This is MHC class I binding data. (1) The peptide sequence is TSTLQEQIGWF. The MHC is Patr-B1301 with pseudo-sequence Patr-B1301. The binding affinity (normalized) is 0. (2) The MHC is HLA-B46:01 with pseudo-sequence HLA-B46:01. The binding affinity (normalized) is 0.558. The peptide sequence is AAFLDDNAF. (3) The MHC is HLA-A32:01 with pseudo-sequence HLA-A32:01. The binding affinity (normalized) is 0.0854. The peptide sequence is SKGWKNWQEV. (4) The peptide sequence is TTILGLLPM. The MHC is HLA-A80:01 with pseudo-sequence HLA-A80:01. The binding affinity (normalized) is 0.633.